Dataset: Catalyst prediction with 721,799 reactions and 888 catalyst types from USPTO. Task: Predict which catalyst facilitates the given reaction. Reactant: [H-].[Na+].[F:3][C:4]1[CH:12]=[C:11]2[C:7]([CH2:8][C:9](=[O:30])[N:10]2[CH:13]2[CH2:18][CH2:17][N:16]([C:19]3([CH3:29])[CH2:23][CH2:22][N:21]([C:24]([O:26][CH2:27][CH3:28])=[O:25])[CH2:20]3)[CH2:15][CH2:14]2)=[CH:6][CH:5]=1.Br[CH2:32][CH2:33]Br. Product: [F:3][C:4]1[CH:12]=[C:11]2[C:7]([C:8]3([CH2:33][CH2:32]3)[C:9](=[O:30])[N:10]2[CH:13]2[CH2:14][CH2:15][N:16]([C:19]3([CH3:29])[CH2:23][CH2:22][N:21]([C:24]([O:26][CH2:27][CH3:28])=[O:25])[CH2:20]3)[CH2:17][CH2:18]2)=[CH:6][CH:5]=1. The catalyst class is: 3.